Dataset: Cav3 T-type calcium channel HTS with 100,875 compounds. Task: Binary Classification. Given a drug SMILES string, predict its activity (active/inactive) in a high-throughput screening assay against a specified biological target. (1) The molecule is S(=O)(=O)(NCC(N1CCN(CC1)c1c(OC)cccc1)c1cccnc1)CC. The result is 0 (inactive). (2) The compound is O=C(N1CCN(C2c3c(c4c2cccc4)cccc3)CC1)CCN1C(=O)c2c(C1=O)cccc2. The result is 0 (inactive). (3) The drug is O(C(=O)C1(CCCC1)c1ccccc1)CCN1CCCC1. The result is 0 (inactive). (4) The compound is O1C(N2CCN(CC2)c2cc(OC)ccc2)c2c(C1=O)cccc2. The result is 0 (inactive). (5) The drug is O(c1ccc(cc1)C(OCC(=O)Nc1oc(nn1)c1ccccc1)=O)c1ccccc1. The result is 0 (inactive). (6) The compound is S(=O)(=O)(N1CCC(CC1)C(=O)NCCc1ccccc1)CCC. The result is 0 (inactive). (7) The drug is O(C(=O)C1NC(CCC1)C)Cc1ccccc1. The result is 0 (inactive).